From a dataset of Full USPTO retrosynthesis dataset with 1.9M reactions from patents (1976-2016). Predict the reactants needed to synthesize the given product. (1) Given the product [C:17]12([C:16]3[C:10]4[CH2:9][NH:8][CH2:13][CH2:12][C:11]=4[NH:14][N:15]=3)[CH2:22][CH:21]1[CH2:20][CH2:19][CH2:18]2, predict the reactants needed to synthesize it. The reactants are: C(OC([N:8]1[CH2:13][CH2:12][C:11]2[NH:14][N:15]=[C:16]([C:17]34[CH2:22][CH:21]3[CH2:20][CH2:19][CH2:18]4)[C:10]=2[CH2:9]1)=O)(C)(C)C.Cl.O1CCOCC1. (2) Given the product [I:18][C:30]1[C:29]2[C:24](=[CH:25][CH:26]=[CH:27][CH:28]=2)[C:23](=[O:32])[N:22]([CH2:21][C:20]([F:19])([F:33])[F:34])[CH:31]=1, predict the reactants needed to synthesize it. The reactants are: [B-](F)(F)(F)F.C1C=CN=CC=1.C1C=CN=CC=1.[IH2+:18].[F:19][C:20]([F:34])([F:33])[CH2:21][N:22]1[CH:31]=[CH:30][C:29]2[C:24](=[CH:25][CH:26]=[CH:27][CH:28]=2)[C:23]1=[O:32].FC(F)(F)S(O)(=O)=O.C(OCC)C. (3) The reactants are: C(=O)([O-])[O-].[K+].[K+].[CH2:7](Br)[CH:8]=[CH2:9].[OH:11][C:12]1[CH:17]=[CH:16][C:15]([C@H:18]2[C@H:23]([O:24][Si:25]([CH:32]([CH3:34])[CH3:33])([CH:29]([CH3:31])[CH3:30])[CH:26]([CH3:28])[CH3:27])[CH2:22][N:21]([C:35]([O:37][CH2:38][C:39]3[CH:44]=[CH:43][CH:42]=[CH:41][CH:40]=3)=[O:36])[CH2:20][C@@H:19]2[O:45][CH2:46][C:47]2[CH:48]=[CH:49][C:50]3[O:55][CH2:54][CH2:53][N:52]([CH2:56][CH2:57][CH2:58][O:59][CH3:60])[C:51]=3[CH:61]=2)=[CH:14][CH:13]=1.C(=O)(O)[O-].[Na+]. Given the product [CH2:7]([O:11][C:12]1[CH:13]=[CH:14][C:15]([C@H:18]2[C@H:23]([O:24][Si:25]([CH:29]([CH3:31])[CH3:30])([CH:26]([CH3:28])[CH3:27])[CH:32]([CH3:34])[CH3:33])[CH2:22][N:21]([C:35]([O:37][CH2:38][C:39]3[CH:44]=[CH:43][CH:42]=[CH:41][CH:40]=3)=[O:36])[CH2:20][C@@H:19]2[O:45][CH2:46][C:47]2[CH:48]=[CH:49][C:50]3[O:55][CH2:54][CH2:53][N:52]([CH2:56][CH2:57][CH2:58][O:59][CH3:60])[C:51]=3[CH:61]=2)=[CH:16][CH:17]=1)[CH:8]=[CH2:9], predict the reactants needed to synthesize it. (4) Given the product [CH3:15][O:14][C:11]1[CH:10]=[CH:9][C:8]([C:6]2[CH:5]=[C:4]([CH2:16][O:17][C:18]3[CH:23]=[CH:22][C:21]([O:24][CH2:25][C:42]([OH:43])=[O:45])=[C:20]([CH3:27])[CH:19]=3)[CH:3]=[C:2]([C:34]3[CH:35]=[CH:36][C:31]([O:30][C:29]([F:41])([F:40])[F:28])=[CH:32][CH:33]=3)[CH:7]=2)=[CH:13][CH:12]=1, predict the reactants needed to synthesize it. The reactants are: Br[C:2]1[CH:3]=[C:4]([CH2:16][O:17][C:18]2[CH:23]=[CH:22][C:21]([O:24][CH2:25]C)=[C:20]([CH3:27])[CH:19]=2)[CH:5]=[C:6]([C:8]2[CH:13]=[CH:12][C:11]([O:14][CH3:15])=[CH:10][CH:9]=2)[CH:7]=1.[F:28][C:29]([F:41])([F:40])[O:30][C:31]1[CH:36]=[CH:35][C:34](B(O)O)=[CH:33][CH:32]=1.[C:42](=[O:45])([O-])[O-:43].[K+].[K+].[OH-].[Li+]. (5) The reactants are: [F:1][C:2]([F:26])([F:25])[C:3]1[N:7]2[N:8]=[C:9]([N:12]3[CH2:17][CH2:16][N:15]([C:18]([O:20][C:21]([CH3:24])([CH3:23])[CH3:22])=[O:19])[CH2:14][CH2:13]3)[CH:10]=[CH:11][C:6]2=[N:5][N:4]=1. Given the product [F:26][C:2]([F:1])([F:25])[C:3]1[N:7]2[N:8]=[C:9]([N:12]3[CH2:17][CH2:16][N:15]([C:18]([O:20][C:21]([CH3:22])([CH3:24])[CH3:23])=[O:19])[CH2:14][CH2:13]3)[CH2:10][CH2:11][C:6]2=[N:5][N:4]=1, predict the reactants needed to synthesize it.